From a dataset of Forward reaction prediction with 1.9M reactions from USPTO patents (1976-2016). Predict the product of the given reaction. (1) Given the reactants [F:1][C:2]1[CH:3]=[C:4]([CH:15]=[CH:16][CH:17]=1)[CH2:5][C:6]1[CH:14]=[CH:13][C:9]([C:10]([OH:12])=O)=[CH:8][CH:7]=1.Cl.[Cl:19][C:20]1[CH:21]=[C:22]2[C:26](=[CH:27][CH:28]=1)[NH:25][C:24]([CH3:29])=[C:23]2[CH2:30][CH2:31][NH2:32].CN(C(ON1N=NC2C=CC=NC1=2)=[N+](C)C)C.F[P-](F)(F)(F)(F)F.C(N(CC)C(C)C)(C)C, predict the reaction product. The product is: [Cl:19][C:20]1[CH:21]=[C:22]2[C:26](=[CH:27][CH:28]=1)[NH:25][C:24]([CH3:29])=[C:23]2[CH2:30][CH2:31][NH:32][C:10](=[O:12])[C:9]1[CH:8]=[CH:7][C:6]([CH2:5][C:4]2[CH:15]=[CH:16][CH:17]=[C:2]([F:1])[CH:3]=2)=[CH:14][CH:13]=1. (2) Given the reactants [N+:1]([C:4]1[CH:8]=[N:7][NH:6][C:5]=1[NH2:9])([O-:3])=[O:2].CN([CH:13]=[CH:14][C:15]([C:17]1[O:21][CH:20]=[CH:19][CH:18]=1)=O)C, predict the reaction product. The product is: [O:21]1[CH:20]=[CH:19][CH:18]=[C:17]1[C:15]1[N:6]2[N:7]=[CH:8][C:4]([N+:1]([O-:3])=[O:2])=[C:5]2[N:9]=[CH:13][CH:14]=1.